This data is from Retrosynthesis with 50K atom-mapped reactions and 10 reaction types from USPTO. The task is: Predict the reactants needed to synthesize the given product. (1) The reactants are: CCOC(=O)/C(C)=C/[C@H](C(C)C)N(C)C(=O)[C@@H](N)C(C)(C)C.COc1ccccc1C(C)(C)[C@@H](C(=O)O)N(C)C(=O)OC(C)(C)C. Given the product CCOC(=O)/C(C)=C/[C@H](C(C)C)N(C)C(=O)[C@@H](NC(=O)[C@@H](N(C)C(=O)OC(C)(C)C)C(C)(C)c1ccccc1OC)C(C)(C)C, predict the reactants needed to synthesize it. (2) Given the product O=C1c2ccccc2C(=O)N1Cc1ccc2c(c1)ncn2-c1cccc(-c2cccnc2)c1, predict the reactants needed to synthesize it. The reactants are: O=C1c2ccccc2C(=O)N1Cc1ccc2c(c1)ncn2-c1cccc(Br)c1.OB(O)c1cccnc1. (3) Given the product CCC(Br)c1cccc(Cl)n1, predict the reactants needed to synthesize it. The reactants are: BrC(Br)(Br)Br.CCC(O)c1cccc(Cl)n1. (4) Given the product C[C@H](c1cccnc1)n1c(=O)n(C(=O)OC(C)(C)C)c2ccc(Nc3cc(C#N)ccc3N)nc21, predict the reactants needed to synthesize it. The reactants are: C[C@H](c1cccnc1)n1c(=O)n(C(=O)OC(C)(C)C)c2ccc(Nc3cc(C#N)ccc3[N+](=O)[O-])nc21.